This data is from Reaction yield outcomes from USPTO patents with 853,638 reactions. The task is: Predict the reaction yield, written as a fraction of the theoretical maximum amount of product (1.0 means a 100% yield; for example, 0.34 means a 34% yield). (1) The reactants are CS(O[CH:6]([C:8]1[CH:21]=[C:20]2[C:11]([O:12][CH2:13][CH2:14][N:15]3[C:19]2=[N:18][C:17]([C:22]2[N:23]([CH:28]([CH3:30])[CH3:29])[CH:24]=[C:25]([CH3:27])[N:26]=2)=[CH:16]3)=[CH:10][CH:9]=1)[CH3:7])(=O)=O.[NH:31]1[CH2:36][CH2:35][CH:34]([C:37]([OH:40])([CH3:39])[CH3:38])[CH2:33][CH2:32]1. The catalyst is O1CCOCC1. The product is [CH:28]([N:23]1[CH:24]=[C:25]([CH3:27])[N:26]=[C:22]1[C:17]1[N:18]=[C:19]2[C:20]3[CH:21]=[C:8]([CH:6]([N:31]4[CH2:36][CH2:35][CH:34]([C:37]([OH:40])([CH3:39])[CH3:38])[CH2:33][CH2:32]4)[CH3:7])[CH:9]=[CH:10][C:11]=3[O:12][CH2:13][CH2:14][N:15]2[CH:16]=1)([CH3:29])[CH3:30]. The yield is 0.180. (2) The reactants are [CH3:1][O:2][C:3]1[CH:4]=[C:5](B(O)O)[CH:6]=[CH:7][C:8]=1[O:9][CH3:10].I[C:15]1[C:23]2[C:18](=[N:19][CH:20]=[N:21][C:22]=2[NH2:24])[N:17]([CH:25]([CH3:27])[CH3:26])[N:16]=1.C([O-])([O-])=O.[Na+].[Na+]. The catalyst is CCO.COCCOC.C1C=CC([P]([Pd]([P](C2C=CC=CC=2)(C2C=CC=CC=2)C2C=CC=CC=2)([P](C2C=CC=CC=2)(C2C=CC=CC=2)C2C=CC=CC=2)[P](C2C=CC=CC=2)(C2C=CC=CC=2)C2C=CC=CC=2)(C2C=CC=CC=2)C2C=CC=CC=2)=CC=1. The product is [CH:25]([N:17]1[C:18]2=[N:19][CH:20]=[N:21][C:22]([NH2:24])=[C:23]2[C:15]([C:5]2[CH:6]=[CH:7][C:8]([O:9][CH3:10])=[C:3]([O:2][CH3:1])[CH:4]=2)=[N:16]1)([CH3:27])[CH3:26]. The yield is 0.600. (3) The yield is 0.300. The catalyst is C(O)C(C)C. The reactants are [Br:1][C:2]1[N:6]2[CH:7]=[CH:8][N:9]=[C:10](Cl)[C:5]2=[N:4][C:3]=1[CH3:12].Cl.[NH2:14][CH2:15][C:16]1[CH:21]=[CH:20][C:19]([S:22]([NH2:25])(=[O:24])=[O:23])=[CH:18][CH:17]=1.CCN(C(C)C)C(C)C. The product is [Br:1][C:2]1[N:6]2[CH:7]=[CH:8][N:9]=[C:10]([NH:14][CH2:15][C:16]3[CH:17]=[CH:18][C:19]([S:22]([NH2:25])(=[O:23])=[O:24])=[CH:20][CH:21]=3)[C:5]2=[N:4][C:3]=1[CH3:12].